This data is from NCI-60 drug combinations with 297,098 pairs across 59 cell lines. The task is: Regression. Given two drug SMILES strings and cell line genomic features, predict the synergy score measuring deviation from expected non-interaction effect. Drug 1: C1=CC=C(C(=C1)C(C2=CC=C(C=C2)Cl)C(Cl)Cl)Cl. Drug 2: COC1=NC(=NC2=C1N=CN2C3C(C(C(O3)CO)O)O)N. Cell line: NCI-H322M. Synergy scores: CSS=0.226, Synergy_ZIP=1.63, Synergy_Bliss=5.85, Synergy_Loewe=-0.166, Synergy_HSA=0.154.